From a dataset of Catalyst prediction with 721,799 reactions and 888 catalyst types from USPTO. Predict which catalyst facilitates the given reaction. (1) Reactant: [NH:1]1[CH2:6][CH2:5][C:4]2([CH2:12][CH2:11][C:10](=[O:13])[C:9]3[CH:14]=[CH:15][CH:16]=[CH:17][C:8]=3[NH:7]2)[CH2:3][CH2:2]1.[C:18]([C:20]1[CH:27]=[CH:26][C:23]([CH2:24]Br)=[CH:22][CH:21]=1)#[N:19]. Product: [C:18]([C:20]1[CH:27]=[CH:26][C:23]([CH2:24][N:1]2[CH2:6][CH2:5][C:4]3([CH2:12][CH2:11][C:10](=[O:13])[C:9]4[CH:14]=[CH:15][CH:16]=[CH:17][C:8]=4[NH:7]3)[CH2:3][CH2:2]2)=[CH:22][CH:21]=1)#[N:19]. The catalyst class is: 1. (2) Reactant: [CH3:1][O:2][C:3]1[CH:12]=[C:11]2[C:6]([CH2:7][CH2:8][C:9]([CH3:18])([C:14]([O:16][CH3:17])=[O:15])[C:10]2=O)=[CH:5][CH:4]=1.C([SiH](CC)CC)C. Product: [CH3:1][O:2][C:3]1[CH:12]=[C:11]2[C:6]([CH2:7][CH2:8][C:9]([CH3:18])([C:14]([O:16][CH3:17])=[O:15])[CH2:10]2)=[CH:5][CH:4]=1. The catalyst class is: 557. (3) Reactant: Br[C:2]1[C:11]2[C:6](=[CH:7][CH:8]=[CH:9][CH:10]=2)[C:5]([OH:12])=[C:4]([C:13]([NH:15][C@@H:16]([CH3:20])[C:17]([OH:19])=[O:18])=[O:14])[N:3]=1.[Cl:21][C:22]1[CH:27]=[CH:26][C:25]([SH:28])=[CH:24][CH:23]=1. Product: [Cl:21][C:22]1[CH:27]=[CH:26][C:25]([S:28][C:2]2[C:11]3[C:6](=[CH:7][CH:8]=[CH:9][CH:10]=3)[C:5]([OH:12])=[C:4]([C:13]([NH:15][C@@H:16]([CH3:20])[C:17]([OH:19])=[O:18])=[O:14])[N:3]=2)=[CH:24][CH:23]=1. The catalyst class is: 60. (4) The catalyst class is: 2. Reactant: [S:1]1[CH:5]=[CH:4][CH:3]=[C:2]1[C:6]1[CH:10]=[C:9]([CH:11](C)[CH2:12][CH:13]=O)[O:8][N:7]=1.[C:16]1([CH:22]([C:29]2[CH:34]=[CH:33][CH:32]=[CH:31][CH:30]=2)[N:23]2[CH2:28][CH2:27][NH:26][CH2:25][CH2:24]2)[CH:21]=[CH:20][CH:19]=[CH:18][CH:17]=1.[BH-](OC(C)=O)(OC(C)=O)O[C:37](C)=O.[Na+].C(O)(=O)C. Product: [C:29]1([CH:22]([C:16]2[CH:17]=[CH:18][CH:19]=[CH:20][CH:21]=2)[N:23]2[CH2:24][CH2:25][N:26]([CH2:37][CH2:13][CH2:12][CH2:11][C:9]3[O:8][N:7]=[C:6]([C:2]4[S:1][CH:5]=[CH:4][CH:3]=4)[CH:10]=3)[CH2:27][CH2:28]2)[CH:34]=[CH:33][CH:32]=[CH:31][CH:30]=1. (5) Reactant: [CH3:1][NH:2][C:3]1C=[CH:7][C:6]([C:9]2[S:10][C:11]3[CH:17]=[C:16]([OH:18])[CH:15]=[CH:14][C:12]=3[N:13]=2)=[CH:5][CH:4]=1.O(C(OC(C)(C)C)=O)C(OC(C)(C)C)=O.[NH:34]1CCCCC1.[Cl-].[NH4+]. Product: [CH3:1][NH:2][C:3]1[CH:4]=[CH:5][C:6]([C:9]2[S:10][C:11]3[CH:17]=[C:16]([OH:18])[CH:15]=[CH:14][C:12]=3[N:13]=2)=[CH:7][N:34]=1. The catalyst class is: 7.